Dataset: Reaction yield outcomes from USPTO patents with 853,638 reactions. Task: Predict the reaction yield, written as a fraction of the theoretical maximum amount of product (1.0 means a 100% yield; for example, 0.34 means a 34% yield). (1) The reactants are [CH3:1][O:2][C:3]1[C:4]2[C:11]([C:12]3[CH:17]=[CH:16][CH:15]=[CH:14][CH:13]=3)=[C:10]([C:18]3[CH:23]=[CH:22][C:21]([C:24]4([NH:28]C(=O)OC(C)(C)C)[CH2:27][CH2:26][CH2:25]4)=[CH:20][CH:19]=3)[O:9][C:5]=2[N:6]=[CH:7][N:8]=1.C(O)(C(F)(F)F)=O. The catalyst is C(Cl)Cl. The product is [CH3:1][O:2][C:3]1[C:4]2[C:11]([C:12]3[CH:17]=[CH:16][CH:15]=[CH:14][CH:13]=3)=[C:10]([C:18]3[CH:19]=[CH:20][C:21]([C:24]4([NH2:28])[CH2:27][CH2:26][CH2:25]4)=[CH:22][CH:23]=3)[O:9][C:5]=2[N:6]=[CH:7][N:8]=1. The yield is 0.360. (2) The reactants are C(N(C(C)C)CC)(C)C.[CH3:10][O:11][C:12]1[C:17]2[C:18](=[O:32])[O:19][C:20]([C:22]3[C:31]4[C:26](=[CH:27][CH:28]=[CH:29][CH:30]=4)[CH:25]=[CH:24][CH:23]=3)=[N:21][C:16]=2[CH:15]=[CH:14][CH:13]=1.[CH:33]1([CH2:37][NH2:38])[CH2:36][CH2:35][CH2:34]1. No catalyst specified. The product is [CH:33]1([CH2:37][NH:38][C:18]([C:17]2[C:12]([O:11][CH3:10])=[CH:13][CH:14]=[CH:15][C:16]=2[NH:21][C:20]([C:22]2[C:31]3[C:26](=[CH:27][CH:28]=[CH:29][CH:30]=3)[CH:25]=[CH:24][CH:23]=2)=[O:19])=[O:32])[CH2:36][CH2:35][CH2:34]1. The yield is 0.450. (3) The reactants are [NH2:1][C:2]1[CH:6]=[CH:5][N:4](C(OC(C)(C)C)=O)[N:3]=1.CC1(C)C2C(=C(P(C3C=CC=CC=3)C3C=CC=CC=3)C=CC=2)OC2C(P(C3C=CC=CC=3)C3C=CC=CC=3)=CC=CC1=2.Br[C:57]1[C:58](=[O:65])[N:59]([CH3:64])[CH:60]=[C:61]([Br:63])[CH:62]=1.C([O-])([O-])=O.[Cs+].[Cs+]. The catalyst is C1C=CC(/C=C/C(/C=C/C2C=CC=CC=2)=O)=CC=1.C1C=CC(/C=C/C(/C=C/C2C=CC=CC=2)=O)=CC=1.C1C=CC(/C=C/C(/C=C/C2C=CC=CC=2)=O)=CC=1.[Pd].[Pd].O1CCOCC1. The product is [NH:4]1[CH:5]=[CH:6][C:2]([NH:1][C:57]2[C:58](=[O:65])[N:59]([CH3:64])[CH:60]=[C:61]([Br:63])[CH:62]=2)=[N:3]1. The yield is 0.370.